Dataset: Catalyst prediction with 721,799 reactions and 888 catalyst types from USPTO. Task: Predict which catalyst facilitates the given reaction. (1) Reactant: C(OC([N:8]1[C:16]2[C:11](=[CH:12][CH:13]=[CH:14][C:15]=2[C:17]([OH:19])=O)[CH2:10][CH2:9]1)=O)(C)(C)C.C(Cl)(Cl)Cl.C[N:25](C)C=O.C(Cl)(=O)C(Cl)=O. Product: [NH:8]1[C:16]2[C:11](=[CH:12][CH:13]=[CH:14][C:15]=2[C:17]([NH2:25])=[O:19])[CH2:10][CH2:9]1. The catalyst class is: 13. (2) Reactant: [C:1]([C:3]1[S:7][N:6]=[C:5]([CH3:8])[C:4]=1[CH2:9]O)#[N:2].C1(P(C2C=CC=CC=2)C2C=CC=CC=2)C=CC=CC=1.C(Br)(Br)(Br)[Br:31]. Product: [Br:31][CH2:9][C:4]1[C:5]([CH3:8])=[N:6][S:7][C:3]=1[C:1]#[N:2]. The catalyst class is: 4. (3) Reactant: [C:1]([C:5]1[CH:11]=[CH:10][CH:9]=[CH:8][C:6]=1[NH2:7])([CH3:4])([CH3:3])[CH3:2].C(N(CC)CC)C.[C:19](Cl)(=[O:21])[CH3:20]. Product: [C:1]([C:5]1[CH:11]=[CH:10][CH:9]=[CH:8][C:6]=1[NH:7][C:19](=[O:21])[CH3:20])([CH3:4])([CH3:2])[CH3:3]. The catalyst class is: 1. (4) Reactant: [NH2:1][NH2:2].[Cl:3][CH2:4][CH2:5][CH2:6][C:7]([C:19]#[N:20])([C:13]1[CH:18]=[CH:17][CH:16]=[CH:15][CH:14]=1)[C:8](OCC)=[O:9].C(OCC)(=O)C.O.C(=O)(O)[O-].[Na+]. Product: [Cl:3][CH2:4][CH2:5][CH2:6][C:7]([C:19]#[N:20])([C:13]1[CH:18]=[CH:17][CH:16]=[CH:15][CH:14]=1)[C:8]([NH:1][NH2:2])=[O:9]. The catalyst class is: 8.